Dataset: Peptide-MHC class II binding affinity with 134,281 pairs from IEDB. Task: Regression. Given a peptide amino acid sequence and an MHC pseudo amino acid sequence, predict their binding affinity value. This is MHC class II binding data. The peptide sequence is FERLAITKGKVDPTD. The MHC is HLA-DPA10103-DPB10201 with pseudo-sequence HLA-DPA10103-DPB10201. The binding affinity (normalized) is 0.221.